Dataset: Catalyst prediction with 721,799 reactions and 888 catalyst types from USPTO. Task: Predict which catalyst facilitates the given reaction. (1) Product: [CH3:47][O:46][C:44]1[CH:43]=[C:41]([NH:42][C:2]2[C:11]([NH:32][S:29]([C:26]3[CH:25]=[CH:24][C:23]([O:22][CH:19]([CH3:21])[CH3:20])=[CH:28][CH:27]=3)(=[O:30])=[O:31])=[N:10][C:9]3[C:4]([N:3]=2)=[CH:5][CH:6]=[CH:7][CH:8]=3)[CH:40]=[C:39]([O:38][CH3:37])[CH:45]=1. Reactant: Cl[C:2]1[C:11](Cl)=[N:10][C:9]2[C:4](=[CH:5][CH:6]=[CH:7][CH:8]=2)[N:3]=1.C([O-])([O-])=O.[K+].[K+].[CH:19]([O:22][C:23]1[CH:28]=[CH:27][C:26]([S:29]([NH2:32])(=[O:31])=[O:30])=[CH:25][CH:24]=1)([CH3:21])[CH3:20].C(O)(=O)C.[CH3:37][O:38][C:39]1[CH:40]=[C:41]([CH:43]=[C:44]([O:46][CH3:47])[CH:45]=1)[NH2:42]. The catalyst class is: 24. (2) Reactant: C1C=CC(P(C2C(C3C(P(C4C=CC=CC=4)C4C=CC=CC=4)=CC=C4C=3C=CC=C4)=C3C(C=CC=C3)=CC=2)C2C=CC=CC=2)=CC=1.[CH3:47][C:48]1[CH:53]=[C:52]([C:54]#[C:55][CH2:56][N:57]2[CH2:62][CH2:61][O:60][CH2:59][CH2:58]2)[CH:51]=[CH:50][C:49]=1[NH2:63].C([O-])([O-])=O.[Cs+].[Cs+].Cl[C:71]1[N:79]=[C:78]2[C:74]([N:75]=[CH:76][N:77]2C2CCCCO2)=[C:73]([NH:86][CH:87]2[CH2:92][CH2:91][CH2:90][CH2:89][CH2:88]2)[N:72]=1. Product: [CH:87]1([NH:86][C:73]2[N:72]=[C:71]([NH:63][C:49]3[CH:50]=[CH:51][C:52]([C:54]#[C:55][CH2:56][N:57]4[CH2:62][CH2:61][O:60][CH2:59][CH2:58]4)=[CH:53][C:48]=3[CH3:47])[N:79]=[C:78]3[C:74]=2[N:75]=[CH:76][NH:77]3)[CH2:88][CH2:89][CH2:90][CH2:91][CH2:92]1. The catalyst class is: 164. (3) Reactant: BrC1C=C[C:5]([N:8]=C=S)=CC=1.[NH2:11][C:12]1[CH:17]=[C:16]([CH3:18])[CH:15]=[C:14]([CH3:19])[C:13]=1[OH:20].CCN=C=NCCCN(C)C. Product: [CH3:18][C:16]1[CH:15]=[C:14]([CH3:19])[C:13]2[O:20][C:5]([NH2:8])=[N:11][C:12]=2[CH:17]=1. The catalyst class is: 1. (4) Reactant: [CH:1]1([CH2:5][N:6]2[CH2:15][CH2:14][C@@:13]34[C:16]5[C:22]6[CH2:23][C@@H:7]2[C@@H:8]3[CH2:9][CH2:10][C:11](=[O:26])[C@@H:12]4[O:18][C:17]=5[C:19]([C:24]#[N:25])=[CH:20][CH:21]=6)[CH2:4][CH2:3][CH2:2]1.[OH-:27].[K+]. Product: [CH:1]1([CH2:5][N:6]2[CH2:15][CH2:14][C@@:13]34[C:16]5[C:22]6[CH2:23][C@@H:7]2[C@@H:8]3[CH2:9][CH2:10][C:11](=[O:26])[C@@H:12]4[O:18][C:17]=5[C:19]([C:24]([NH2:25])=[O:27])=[CH:20][CH:21]=6)[CH2:2][CH2:3][CH2:4]1. The catalyst class is: 107. (5) Reactant: F[C:2](F)(F)[C:3]([O-:5])=[O:4].[CH3:8][C:9]1[N:13]=[C:12]([C:14]2([NH3+:17])[CH2:16][CH2:15]2)[O:11][N:10]=1.C(N(C(C)C)CC)(C)C.[F:27][C:28]1[CH:29]=[C:30]([CH:34]=[C:35]([C:38]2[CH:43]=[CH:42][N:41]3[N:44]=[C:45]([C:51]4[CH:56]=[CH:55][C:54]([F:57])=[CH:53][CH:52]=4)[C:46]([C:47](=[O:50])[NH:48][CH3:49])=[C:40]3[C:39]=2[F:58])[C:36]=1[CH3:37])[C:31](O)=[O:32].CN(C(ON1N=NC2C=CC=NC1=2)=[N+](C)C)C.F[P-](F)(F)(F)(F)F. Product: [C:3]([O-:5])(=[O:4])[CH3:2].[NH4+:10].[F:58][C:39]1[C:40]2[N:41]([N:44]=[C:45]([C:51]3[CH:52]=[CH:53][C:54]([F:57])=[CH:55][CH:56]=3)[C:46]=2[C:47]([NH:48][CH3:49])=[O:50])[CH:42]=[CH:43][C:38]=1[C:35]1[CH:34]=[C:30]([C:31](=[O:32])[NH:17][C:14]2([C:12]3[O:11][N:10]=[C:9]([CH3:8])[N:13]=3)[CH2:16][CH2:15]2)[CH:29]=[C:28]([F:27])[C:36]=1[CH3:37]. The catalyst class is: 3.